Dataset: Reaction yield outcomes from USPTO patents with 853,638 reactions. Task: Predict the reaction yield, written as a fraction of the theoretical maximum amount of product (1.0 means a 100% yield; for example, 0.34 means a 34% yield). (1) The reactants are [C:1]([O:5][C:6]([N:8]([C:19]([O:21][C:22]([CH3:25])([CH3:24])[CH3:23])=[O:20])[C:9]1[N:18]=[C:12]2[CH:13]=[CH:14][CH:15]=[C:16]([CH3:17])[N:11]2[N:10]=1)=[O:7])([CH3:4])([CH3:3])[CH3:2].C1C(=O)N([Br:33])C(=O)C1.N(C(C)(C)C#N)=NC(C)(C)C#N. The catalyst is C(#N)C. The product is [C:22]([O:21][C:19]([N:8]([C:6]([O:5][C:1]([CH3:3])([CH3:4])[CH3:2])=[O:7])[C:9]1[N:18]=[C:12]2[CH:13]=[CH:14][CH:15]=[C:16]([CH2:17][Br:33])[N:11]2[N:10]=1)=[O:20])([CH3:25])([CH3:24])[CH3:23]. The yield is 0.428. (2) The product is [CH3:17][O:18][C:19]1[CH:27]=[C:26]([O:28][CH3:29])[CH:25]=[CH:24][C:20]=1[C:21]1[O:14][C:13]([C:3]2[C:4]([C:7]3[CH:12]=[CH:11][CH:10]=[CH:9][CH:8]=3)=[N:5][O:6][C:2]=2[CH3:1])=[N:15][N:16]=1. The yield is 0.620. No catalyst specified. The reactants are [CH3:1][C:2]1[O:6][N:5]=[C:4]([C:7]2[CH:12]=[CH:11][CH:10]=[CH:9][CH:8]=2)[C:3]=1[C:13]([NH:15][NH2:16])=[O:14].[CH3:17][O:18][C:19]1[CH:27]=[C:26]([O:28][CH3:29])[CH:25]=[CH:24][C:20]=1[C:21](O)=O. (3) The reactants are [Cl:1][C:2]1[N:3]=[C:4]([O:20][CH:21]2[CH2:26][CH2:25][O:24][CH2:23][CH2:22]2)[C:5]2[C:10](I)=[CH:9][N:8]([CH2:12][O:13][CH2:14][CH2:15][Si:16]([CH3:19])([CH3:18])[CH3:17])[C:6]=2[N:7]=1.[CH3:27][NH:28][C:29](=[O:45])[C:30]1[CH:35]=[CH:34][C:33](B2OC(C)(C)C(C)(C)O2)=[CH:32][N:31]=1.ClCCl.C(=O)([O-])[O-].[Na+].[Na+]. The catalyst is O.O1CCOCC1. The product is [Cl:1][C:2]1[N:3]=[C:4]([O:20][CH:21]2[CH2:26][CH2:25][O:24][CH2:23][CH2:22]2)[C:5]2[C:10]([C:33]3[CH:34]=[CH:35][C:30]([C:29]([NH:28][CH3:27])=[O:45])=[N:31][CH:32]=3)=[CH:9][N:8]([CH2:12][O:13][CH2:14][CH2:15][Si:16]([CH3:19])([CH3:18])[CH3:17])[C:6]=2[N:7]=1. The yield is 0.610. (4) The reactants are [CH2:1]([C:8]1[C:13](=[O:14])[N:12]2[CH:15]=[CH:16][CH:17]=[CH:18][C:11]2=[N:10][C:9]=1[CH:19]=[O:20])[C:2]1[CH:7]=[CH:6][CH:5]=[CH:4][CH:3]=1.[C:21]([Mg]Br)([CH3:23])=[CH2:22]. The catalyst is C1COCC1. The product is [CH2:1]([C:8]1[C:13](=[O:14])[N:12]2[CH:15]=[CH:16][CH:17]=[CH:18][C:11]2=[N:10][C:9]=1[CH:19]([OH:20])[C:21]([CH3:23])=[CH2:22])[C:2]1[CH:7]=[CH:6][CH:5]=[CH:4][CH:3]=1. The yield is 1.06. (5) The product is [CH3:20][O:19][C:12]1[CH:11]=[C:10]([CH2:9][CH2:8][N:5]2[CH2:6][CH2:7][N:2]([CH3:1])[CH2:3][CH2:4]2)[CH:15]=[CH:14][C:13]=1[NH2:16]. The yield is 0.860. The reactants are [CH3:1][N:2]1[CH2:7][CH2:6][N:5]([CH2:8][CH2:9][C:10]2[CH:15]=[CH:14][C:13]([N+:16]([O-])=O)=[C:12]([O:19][CH3:20])[CH:11]=2)[CH2:4][CH2:3]1. The catalyst is CCOC(C)=O.CO. (6) The reactants are Cl.[NH2:2][CH2:3][CH2:4][N:5]([CH3:33])[C:6]([C:8]1[S:20][C:19]2[C:18]3[CH:17]=[CH:16][CH:15]=[CH:14][C:13]=3[N:12]([CH2:21][C:22](=[O:29])[C:23]3[CH:28]=[CH:27][CH:26]=[CH:25][CH:24]=3)[C:11](=[O:30])[C:10]=2[C:9]=1[O:31][CH3:32])=[O:7].C(N(CC)CC)C.[CH3:41][O:42][CH2:43][C:44](Cl)=[O:45]. The catalyst is C1COCC1.C(=O)([O-])O.[Na+]. The product is [CH3:32][O:31][C:9]1[C:10]2[C:11](=[O:30])[N:12]([CH2:21][C:22](=[O:29])[C:23]3[CH:24]=[CH:25][CH:26]=[CH:27][CH:28]=3)[C:13]3[CH:14]=[CH:15][CH:16]=[CH:17][C:18]=3[C:19]=2[S:20][C:8]=1[C:6]([N:5]([CH2:4][CH2:3][NH:2][C:44](=[O:45])[CH2:43][O:42][CH3:41])[CH3:33])=[O:7]. The yield is 0.560.